Dataset: Forward reaction prediction with 1.9M reactions from USPTO patents (1976-2016). Task: Predict the product of the given reaction. (1) Given the reactants [Cl:1][C:2]1[CH:7]=[CH:6][CH:5]=[CH:4][C:3]=1[CH2:8][NH2:9].[Cl:10][C:11]1[CH:16]=[CH:15][CH:14]=[CH:13][C:12]=1[CH2:17][N:18]1[C:23](=[O:24])[C:22]([C:25]([NH:27][CH2:28][C:29]([O:31]CC)=[O:30])=[O:26])=[C:21]([OH:34])[C:20]([C:35](OC)=[O:36])=[C:19]1[OH:39], predict the reaction product. The product is: [Cl:1][C:2]1[CH:7]=[CH:6][CH:5]=[CH:4][C:3]=1[CH2:8][N:9]1[C:35]([OH:36])=[C:20]([C:19]([NH:18][CH2:17][C:12]2[CH:13]=[CH:14][CH:15]=[CH:16][C:11]=2[Cl:10])=[O:39])[C:21]([OH:34])=[C:22]([C:25]([NH:27][CH2:28][C:29]([O-:31])=[O:30])=[O:26])[C:23]1=[O:24].[NH4+:9]. (2) Given the reactants C(NC(C)C)(C)C.[Li]CCCC.[CH2:13]([CH:31]([C:50]([CH:52]([CH2:71][CH2:72][CH2:73][CH2:74][CH2:75][CH2:76][CH2:77][CH2:78]/[CH:79]=[CH:80]\[CH2:81]/[CH:82]=[CH:83]\[CH2:84][CH2:85][CH2:86][CH2:87][CH3:88])[CH2:53][CH2:54][CH2:55][CH2:56][CH2:57][CH2:58][CH2:59][CH2:60]/[CH:61]=[CH:62]\[CH2:63]/[CH:64]=[CH:65]\[CH2:66][CH2:67][CH2:68][CH2:69]C)=[O:51])CCCCCCCC/C=C\C/C=C\CCCCC)[CH2:14][CH2:15][CH2:16][CH2:17][CH2:18][CH2:19][CH2:20]/[CH:21]=[CH:22]\[CH2:23]/[CH:24]=[CH:25]\[CH2:26][CH2:27][CH2:28][CH2:29]C.[Li].C1C[O:93]CC1, predict the reaction product. The product is: [CH2:53]([CH:52]([CH:71]([OH:93])[CH2:72][CH2:73][CH2:74][CH2:75][CH2:76][CH2:77][CH2:78]/[CH:79]=[CH:80]\[CH2:81]/[CH:82]=[CH:83]\[CH2:84][CH2:85][CH2:86][CH2:87][CH3:88])[C:50](=[O:51])[CH2:31][CH2:13][CH2:14][CH2:15][CH2:16][CH2:17][CH2:18][CH2:19]/[CH:20]=[CH:21]\[CH2:22]/[CH:23]=[CH:24]\[CH2:25][CH2:26][CH2:27][CH2:28][CH3:29])[CH2:54][CH2:55][CH2:56][CH2:57][CH2:58][CH2:59]/[CH:60]=[CH:61]\[CH2:62]/[CH:63]=[CH:64]\[CH2:65][CH2:66][CH2:67][CH2:68][CH3:69]. (3) Given the reactants [Cl:1][C:2]1[N:7]=[C:6]([C:8]2[CH:9]=[C:10]([CH:15]=[CH:16][CH:17]=2)[CH2:11][NH:12][CH2:13][CH3:14])[CH:5]=[CH:4][N:3]=1.[N:18]1[CH:23]=[CH:22][CH:21]=[C:20]([CH:24]=O)[CH:19]=1, predict the reaction product. The product is: [Cl:1][C:2]1[N:7]=[C:6]([C:8]2[CH:9]=[C:10]([CH:15]=[CH:16][CH:17]=2)[CH2:11][N:12]([CH2:13][CH3:14])[CH2:24][C:20]2[CH:19]=[N:18][CH:23]=[CH:22][CH:21]=2)[CH:5]=[CH:4][N:3]=1. (4) The product is: [CH2:1]([O:4][N:5]1[C:10]([CH3:12])([CH3:11])[CH2:9][CH:8]([O:13][C:20](=[O:24])[C:21]([CH3:23])=[CH2:22])[CH2:7][C:6]1([CH3:19])[CH3:18])[CH2:2][CH3:3]. Given the reactants [CH2:1]([O:4][N:5]1[C:10]([CH3:12])([CH3:11])[CH2:9][CH:8]([O:13][Si](C)(C)C)[CH2:7][C:6]1([CH3:19])[CH3:18])[CH2:2][CH3:3].[C:20](Cl)(=[O:24])[C:21]([CH3:23])=[CH2:22], predict the reaction product. (5) Given the reactants [F:1][C:2]1[C:3]([C:9]([OH:11])=[O:10])=[N:4][CH:5]=[C:6]([F:8])[CH:7]=1.[CH2:12](Cl)Cl.CCN=C=NCCCN(C)C, predict the reaction product. The product is: [F:1][C:2]1[C:3]([C:9]([O:11][CH3:12])=[O:10])=[N:4][CH:5]=[C:6]([F:8])[CH:7]=1. (6) The product is: [Cl:12][C:10]1[CH:9]=[CH:8][C:3]([C:4]([OH:6])=[O:5])=[C:2]([NH:1][C:35]([C:32]2[S:33][CH:34]=[C:30]([C:27]3[CH:28]=[CH:29][C:24]([O:23][CH3:22])=[CH:25][CH:26]=3)[CH:31]=2)=[O:36])[CH:11]=1. Given the reactants [NH2:1][C:2]1[CH:11]=[C:10]([Cl:12])[CH:9]=[CH:8][C:3]=1[C:4]([O:6]C)=[O:5].CCN(C(C)C)C(C)C.[CH3:22][O:23][C:24]1[CH:29]=[CH:28][C:27]([C:30]2[CH:31]=[C:32]([C:35](O)=[O:36])[S:33][CH:34]=2)=[CH:26][CH:25]=1.O=P(Cl)(Cl)Cl.NCCNCCN.CCN(C(C1C=CC=C(C)C=1)=O)CC.[OH-], predict the reaction product.